Dataset: Reaction yield outcomes from USPTO patents with 853,638 reactions. Task: Predict the reaction yield, written as a fraction of the theoretical maximum amount of product (1.0 means a 100% yield; for example, 0.34 means a 34% yield). (1) The reactants are Cl[C:2]1[C:3]2[C:10]([C:11]3[CH:16]=[CH:15][C:14]([F:17])=[CH:13][CH:12]=3)=[CH:9][S:8][C:4]=2[N:5]=[CH:6][N:7]=1.[NH2:18][CH2:19][CH2:20][CH2:21][O:22][C:23]1[CH:24]=[C:25]([NH:29][C:30](=[O:32])[CH3:31])[CH:26]=[CH:27][CH:28]=1.C(N(C(C)C)CC)(C)C. The catalyst is CN(C)C=O. The product is [F:17][C:14]1[CH:15]=[CH:16][C:11]([C:10]2[C:3]3[C:2]([NH:18][CH2:19][CH2:20][CH2:21][O:22][C:23]4[CH:24]=[C:25]([NH:29][C:30](=[O:32])[CH3:31])[CH:26]=[CH:27][CH:28]=4)=[N:7][CH:6]=[N:5][C:4]=3[S:8][CH:9]=2)=[CH:12][CH:13]=1. The yield is 0.730. (2) The product is [CH3:7][C:6]1([CH3:8])[C:2]([CH3:1])([CH3:22])[O:3][B:4]([C:9]2[C:18]3[C:13](=[CH:14][CH:15]=[CH:16][CH:17]=3)[C:12]([CH2:19][OH:20])=[CH:11][CH:10]=2)[O:5]1. The reactants are [CH3:1][C:2]1([CH3:22])[C:6]([CH3:8])([CH3:7])[O:5][B:4]([C:9]2[C:18]3[C:13](=[CH:14][CH:15]=[CH:16][CH:17]=3)[C:12]([C:19](O)=[O:20])=[CH:11][CH:10]=2)[O:3]1.B.CO. The yield is 0.750. The catalyst is C1COCC1. (3) The reactants are C1(P(C2C=CC=CC=2)C2C=CC=CC=2)C=CC=CC=1.BrN1C(=O)CCC1=O.[CH:28]1([CH2:33][CH:34]([C:38]2[CH:43]=[CH:42][C:41]([S:44]([CH3:47])(=[O:46])=[O:45])=[C:40]([N:48]3[C:52]([CH3:53])=[N:51][N:50]=[N:49]3)[CH:39]=2)[C:35](O)=[O:36])[CH2:32][CH2:31][CH2:30][CH2:29]1.[NH2:54][C:55]1[S:56][CH:57]=[CH:58][N:59]=1. The catalyst is C(Cl)Cl. The product is [CH:28]1([CH2:33][CH:34]([C:38]2[CH:43]=[CH:42][C:41]([S:44]([CH3:47])(=[O:45])=[O:46])=[C:40]([N:48]3[C:52]([CH3:53])=[N:51][N:50]=[N:49]3)[CH:39]=2)[C:35]([NH:54][C:55]2[S:56][CH:57]=[CH:58][N:59]=2)=[O:36])[CH2:29][CH2:30][CH2:31][CH2:32]1. The yield is 0.410. (4) The reactants are [CH:1]1([C:7]([OH:9])=O)[CH2:6][CH2:5][CH:4]=[CH:3][CH2:2]1.CCN=C=N[CH2:15][CH2:16][CH2:17][N:18](C)C.Cl.CCN([CH:28]([CH3:30])[CH3:29])C(C)C.[CH3:31][C:32](C)=O.C(Cl)Cl. The catalyst is C(Cl)Cl. The product is [CH2:17]([NH:18][C:7]([CH:1]1[CH2:6][CH2:5][CH:4]=[CH:3][CH2:2]1)=[O:9])[CH2:16][CH2:15][CH2:31][CH2:32][CH2:30][CH2:28][CH3:29]. The yield is 0.820. (5) The reactants are Cl.C[O:3][C:4]1[CH:13]=[CH:12][CH:11]=[C:10]2[C:5]=1[CH2:6][CH2:7][C@H:8]([CH3:14])[NH:9]2.[BrH:15].BrC. No catalyst specified. The product is [BrH:15].[CH3:14][C@H:8]1[CH2:7][CH2:6][C:5]2[C:4]([OH:3])=[CH:13][CH:12]=[CH:11][C:10]=2[NH:9]1. The yield is 0.950. (6) The reactants are Br[C:2]1[CH:7]=[CH:6][C:5]([N:8]2[C:12]([CH2:13][C@@H:14]3[CH2:18][CH2:17][N:16]([C:19]([CH:21]4[CH2:23][CH2:22]4)=[O:20])[CH2:15]3)=[N:11][NH:10][C:9]2=[O:24])=[C:4]([F:25])[CH:3]=1.[C:26]([C:29]1[CH:34]=[CH:33][C:32](B(O)O)=[CH:31][CH:30]=1)(=[O:28])[CH3:27].C(=O)([O-])[O-].[K+].[K+]. The catalyst is O1CCOCC1. The product is [C:26]([C:29]1[CH:34]=[CH:33][C:32]([C:2]2[CH:7]=[CH:6][C:5]([N:8]3[C:12]([CH2:13][C@@H:14]4[CH2:18][CH2:17][N:16]([C:19]([CH:21]5[CH2:23][CH2:22]5)=[O:20])[CH2:15]4)=[N:11][NH:10][C:9]3=[O:24])=[C:4]([F:25])[CH:3]=2)=[CH:31][CH:30]=1)(=[O:28])[CH3:27]. The yield is 0.540.